Dataset: Catalyst prediction with 721,799 reactions and 888 catalyst types from USPTO. Task: Predict which catalyst facilitates the given reaction. (1) Product: [CH:28]1([NH:30][C:21]([C:5]2[N:6]=[N:7][N:8]([C:9]3[CH:10]=[CH:11][C:12]([C:15]([NH:17][CH2:18][CH2:19][CH3:20])=[O:16])=[CH:13][CH:14]=3)[C:4]=2[CH2:1][CH2:2][CH3:3])=[O:23])[CH2:29][CH2:27]1. Reactant: [CH2:1]([C:4]1[N:8]([C:9]2[CH:14]=[CH:13][C:12]([C:15]([NH:17][CH2:18][CH2:19][CH3:20])=[O:16])=[CH:11][CH:10]=2)[N:7]=[N:6][C:5]=1[C:21]([OH:23])=O)[CH2:2][CH3:3].C1C=C[C:27]2N(O)N=[N:30][C:28]=2[CH:29]=1.C1(N)CC1.CCN=C=NCCCN(C)C. The catalyst class is: 444. (2) Product: [F:9][C:3]1[CH:4]=[C:5]([OH:8])[CH:6]=[CH:7][C:2]=1[NH:1][C:15](=[O:16])[O:14][C:11]([CH3:13])([CH3:12])[CH3:10]. The catalyst class is: 161. Reactant: [NH2:1][C:2]1[CH:7]=[CH:6][C:5]([OH:8])=[CH:4][C:3]=1[F:9].[CH3:10][C:11]([O:14][C:15](O[C:15]([O:14][C:11]([CH3:13])([CH3:12])[CH3:10])=[O:16])=[O:16])([CH3:13])[CH3:12].